Task: Regression. Given two drug SMILES strings and cell line genomic features, predict the synergy score measuring deviation from expected non-interaction effect.. Dataset: NCI-60 drug combinations with 297,098 pairs across 59 cell lines (1) Drug 1: CC1=C(C=C(C=C1)C(=O)NC2=CC(=CC(=C2)C(F)(F)F)N3C=C(N=C3)C)NC4=NC=CC(=N4)C5=CN=CC=C5. Synergy scores: CSS=-3.45, Synergy_ZIP=2.40, Synergy_Bliss=2.28, Synergy_Loewe=-1.99, Synergy_HSA=-2.03. Cell line: UACC-257. Drug 2: C1CNP(=O)(OC1)N(CCCl)CCCl. (2) Drug 1: CC12CCC3C(C1CCC2=O)CC(=C)C4=CC(=O)C=CC34C. Drug 2: CC1=CC2C(CCC3(C2CCC3(C(=O)C)OC(=O)C)C)C4(C1=CC(=O)CC4)C. Cell line: OVCAR3. Synergy scores: CSS=35.2, Synergy_ZIP=2.01, Synergy_Bliss=-1.01, Synergy_Loewe=-40.0, Synergy_HSA=-3.02. (3) Drug 2: C1C(C(OC1N2C=NC(=NC2=O)N)CO)O. Cell line: 786-0. Drug 1: CC1=C(C=C(C=C1)NC(=O)C2=CC=C(C=C2)CN3CCN(CC3)C)NC4=NC=CC(=N4)C5=CN=CC=C5. Synergy scores: CSS=3.40, Synergy_ZIP=-0.809, Synergy_Bliss=1.13, Synergy_Loewe=-2.87, Synergy_HSA=-1.51. (4) Drug 1: CCC1=CC2CC(C3=C(CN(C2)C1)C4=CC=CC=C4N3)(C5=C(C=C6C(=C5)C78CCN9C7C(C=CC9)(C(C(C8N6C)(C(=O)OC)O)OC(=O)C)CC)OC)C(=O)OC.C(C(C(=O)O)O)(C(=O)O)O. Drug 2: CCC1(C2=C(COC1=O)C(=O)N3CC4=CC5=C(C=CC(=C5CN(C)C)O)N=C4C3=C2)O.Cl. Cell line: HCC-2998. Synergy scores: CSS=53.9, Synergy_ZIP=-2.82, Synergy_Bliss=-0.854, Synergy_Loewe=-0.581, Synergy_HSA=0.149.